This data is from Reaction yield outcomes from USPTO patents with 853,638 reactions. The task is: Predict the reaction yield, written as a fraction of the theoretical maximum amount of product (1.0 means a 100% yield; for example, 0.34 means a 34% yield). (1) The reactants are [F:1][C:2]1[CH:7]=[CH:6][CH:5]=[CH:4][C:3]=1[N:8]1[C:12]2[CH:13]=[CH:14][CH:15]=[CH:16][C:11]=2[NH:10][S:9]1(=[O:18])=[O:17].C(=O)([O-])[O-].[Cs+].[Cs+].[Br:25][CH2:26][C:27]1[CH:32]=[CH:31][CH:30]=[C:29]([CH2:33]Br)[CH:28]=1. No catalyst specified. The product is [Br:25][CH2:26][C:27]1[CH:28]=[C:29]([CH:30]=[CH:31][CH:32]=1)[CH2:33][N:10]1[C:11]2[CH:16]=[CH:15][CH:14]=[CH:13][C:12]=2[N:8]([C:3]2[CH:4]=[CH:5][CH:6]=[CH:7][C:2]=2[F:1])[S:9]1(=[O:18])=[O:17]. The yield is 0.700. (2) The reactants are [CH:1]1([CH:6]([N:10]2[CH:14]=[C:13](B3OC(C)(C)C(C)(C)O3)[CH:12]=[N:11]2)[CH2:7][C:8]#[N:9])[CH2:5][CH2:4][CH2:3][CH2:2]1.Cl[C:25]1[C:26]2[CH:33]=[CH:32][N:31]([CH2:34][O:35][CH2:36][CH2:37][Si:38]([CH3:41])([CH3:40])[CH3:39])[C:27]=2[N:28]=[CH:29][N:30]=1.O1CCOCC1.C(=O)(O)[O-].[Na+]. The catalyst is C1C=CC([P]([Pd]([P](C2C=CC=CC=2)(C2C=CC=CC=2)C2C=CC=CC=2)([P](C2C=CC=CC=2)(C2C=CC=CC=2)C2C=CC=CC=2)[P](C2C=CC=CC=2)(C2C=CC=CC=2)C2C=CC=CC=2)(C2C=CC=CC=2)C2C=CC=CC=2)=CC=1.C(OCC)(=O)C.O. The product is [CH:1]1([CH:6]([N:10]2[CH:14]=[C:13]([C:25]3[C:26]4[CH:33]=[CH:32][N:31]([CH2:34][O:35][CH2:36][CH2:37][Si:38]([CH3:41])([CH3:40])[CH3:39])[C:27]=4[N:28]=[CH:29][N:30]=3)[CH:12]=[N:11]2)[CH2:7][C:8]#[N:9])[CH2:2][CH2:3][CH2:4][CH2:5]1. The yield is 0.836. (3) The yield is 0.780. The product is [NH2:1][C:2]1[CH:3]=[CH:4][C:5]([C:8]2([C:11]([O:13][CH3:14])=[O:12])[CH2:10][CH2:9]2)=[CH:6][C:7]=1[Br:22]. The reactants are [NH2:1][C:2]1[CH:7]=[CH:6][C:5]([C:8]2([C:11]([O:13][CH3:14])=[O:12])[CH2:10][CH2:9]2)=[CH:4][CH:3]=1.C1C(=O)N([Br:22])C(=O)C1.O. The catalyst is C(#N)C.